Dataset: Forward reaction prediction with 1.9M reactions from USPTO patents (1976-2016). Task: Predict the product of the given reaction. (1) Given the reactants C[O:2][C:3]([C:5]1[CH:10]=[CH:9][C:8]([C:11]2[CH:16]=[CH:15][C:14]([C:17](=[O:30])[NH:18][C@H:19]([C:24](=[O:29])[NH:25][CH2:26][C:27]#[N:28])[CH2:20][CH:21]([CH3:23])[CH3:22])=[CH:13][CH:12]=2)=[C:7]([Cl:31])[CH:6]=1)=[O:4].[F-].C([N+](CCCC)(CCCC)CCCC)CCC, predict the reaction product. The product is: [Cl:31][C:7]1[CH:6]=[C:5]([C:3]([OH:4])=[O:2])[CH:10]=[CH:9][C:8]=1[C:11]1[CH:12]=[CH:13][C:14]([C:17](=[O:30])[NH:18][C@H:19]([C:24](=[O:29])[NH:25][CH2:26][C:27]#[N:28])[CH2:20][CH:21]([CH3:22])[CH3:23])=[CH:15][CH:16]=1. (2) Given the reactants [Cl:1][C:2]1[CH:7]=[CH:6][CH:5]=[CH:4][C:3]=1[C@H:8]1[CH2:10][C@@H:9]1[NH:11]C(=O)COC.ClC1C=CC=CC=1[C@@H]1C[C@H]1N, predict the reaction product. The product is: [Cl:1][C:2]1[CH:7]=[CH:6][CH:5]=[CH:4][C:3]=1[C@H:8]1[CH2:10][C@@H:9]1[NH2:11]. (3) Given the reactants Br[C:2]1[CH:7]=[CH:6][C:5]([O:8][CH3:9])=[C:4]([CH2:10][CH2:11][CH2:12][CH2:13][O:14][CH3:15])[CH:3]=1.[Cl-].[Li+].[F-].[K+].[O:20]1CC[CH2:22][CH2:21]1, predict the reaction product. The product is: [CH3:9][O:8][C:5]1[CH:6]=[CH:7][C:2]([C:21](=[O:20])[CH3:22])=[CH:3][C:4]=1[CH2:10][CH2:11][CH2:12][CH2:13][O:14][CH3:15]. (4) Given the reactants [NH2:1][C@@H:2]([CH:6]1[CH2:10][CH2:9]CC1)[C:3]([OH:5])=[O:4].[OH-].[Na+].[CH:13](=O)[C:14]1[CH:19]=[CH:18][CH:17]=[CH:16][CH:15]=1.[BH4-].[Na+], predict the reaction product. The product is: [CH2:13]([NH:1][C@@H:2]([CH:6]1[CH2:10][CH2:9]1)[C:3]([OH:5])=[O:4])[C:14]1[CH:19]=[CH:18][CH:17]=[CH:16][CH:15]=1. (5) The product is: [F:28][C:29]([F:48])([F:47])[S:30]([O:26][C:23]1[CH:24]=[CH:25][C:20]([N:15]2[C:14](=[O:27])[C:13]3[C:8]([NH2:7])=[N:9][CH:10]=[N:11][C:12]=3[O:18][C@H:17]([CH3:19])[CH2:16]2)=[CH:21][CH:22]=1)(=[O:32])=[O:31]. Given the reactants C(=O)([O-])[O-].[K+].[K+].[NH2:7][C:8]1[C:13]2[C:14](=[O:27])[N:15]([C:20]3[CH:25]=[CH:24][C:23]([OH:26])=[CH:22][CH:21]=3)[CH2:16][C@@H:17]([CH3:19])[O:18][C:12]=2[N:11]=[CH:10][N:9]=1.[F:28][C:29]([F:48])([F:47])[S:30](N(C1C=CC=CC=1)[S:30]([C:29]([F:48])([F:47])[F:28])(=[O:32])=[O:31])(=[O:32])=[O:31], predict the reaction product. (6) Given the reactants [Cl:1][C:2]1[CH:7]=[CH:6][C:5]([CH:8]2[CH:12]([C:13]3[CH:18]=[CH:17][C:16]([Cl:19])=[CH:15][CH:14]=3)[N:11]([C:20](Cl)=[O:21])[C:10]([C:23]3[C:24]([O:29][CH2:30][CH3:31])=[N:25][CH:26]=[CH:27][CH:28]=3)=[N:9]2)=[CH:4][CH:3]=1.Cl.Cl.[CH3:34][S:35]([CH2:38][CH2:39][N:40]1[CH2:45][CH2:44][NH:43][CH2:42][CH2:41]1)(=[O:37])=[O:36], predict the reaction product. The product is: [Cl:1][C:2]1[CH:7]=[CH:6][C:5]([C@H:8]2[C@@H:12]([C:13]3[CH:14]=[CH:15][C:16]([Cl:19])=[CH:17][CH:18]=3)[N:11]([C:20]([N:43]3[CH2:42][CH2:41][N:40]([CH2:39][CH2:38][S:35]([CH3:34])(=[O:36])=[O:37])[CH2:45][CH2:44]3)=[O:21])[C:10]([C:23]3[C:24]([O:29][CH2:30][CH3:31])=[N:25][CH:26]=[CH:27][CH:28]=3)=[N:9]2)=[CH:4][CH:3]=1. (7) Given the reactants [C:1]([Si:8]([CH3:16])([CH3:15])[O:9][Si:10]([CH3:14])([CH3:13])[CH:11]=[CH2:12])#[C:2][CH2:3][CH2:4][CH2:5][CH2:6][CH3:7].C=C[C:19]1[CH:24]=[CH:23][CH:22]=[CH:21][CH:20]=1, predict the reaction product. The product is: [C:1]([Si:8]([CH3:15])([CH3:16])[O:9][Si:10]([CH3:13])([CH3:14])/[CH:11]=[CH:12]/[C:19]1[CH:24]=[CH:23][CH:22]=[CH:21][CH:20]=1)#[C:2][CH2:3][CH2:4][CH2:5][CH2:6][CH3:7].